Dataset: Catalyst prediction with 721,799 reactions and 888 catalyst types from USPTO. Task: Predict which catalyst facilitates the given reaction. (1) Reactant: [NH2:1][C:2]1[CH:10]=[CH:9][C:8]([O:11][CH3:12])=[CH:7][C:3]=1[C:4](O)=[O:5].[H-].[Al+3].[Li+].[H-].[H-].[H-].O.[OH-].[Na+]. Product: [NH2:1][C:2]1[CH:10]=[CH:9][C:8]([O:11][CH3:12])=[CH:7][C:3]=1[CH2:4][OH:5]. The catalyst class is: 7. (2) Reactant: ClC1C=C(C(Cl)=O)C=C(Cl)C=1.[CH3:12][O:13][C:14]1[CH:15]=[C:16]2[C:21](=[CH:22][C:23]=1[O:24][CH3:25])[N:20]=[CH:19][CH:18]=[C:17]2[O:26][C:27]1[CH:33]=[CH:32][C:30]([NH2:31])=[C:29]([F:34])[CH:28]=1.[Cl:35][C:36]1[CH:37]=[C:38]([C:43]([N:45]=[C:46]=[S:47])=[O:44])[CH:39]=[C:40]([Cl:42])[CH:41]=1. Product: [Cl:35][C:36]1[CH:37]=[C:38]([C:43]([N:45]=[C:46]=[S:47])=[O:44])[CH:39]=[C:40]([Cl:42])[CH:41]=1.[Cl:35][C:36]1[CH:37]=[C:38]([CH:39]=[C:40]([Cl:42])[CH:41]=1)[C:43]([NH:45][C:46]([NH:31][C:30]1[CH:32]=[CH:33][C:27]([O:26][C:17]2[C:16]3[C:21](=[CH:22][C:23]([O:24][CH3:25])=[C:14]([O:13][CH3:12])[CH:15]=3)[N:20]=[CH:19][CH:18]=2)=[CH:28][C:29]=1[F:34])=[S:47])=[O:44]. The catalyst class is: 234. (3) Reactant: [C:1]([O:4][C@@H:5]1[CH2:22][C@@:20]2([CH3:21])[C@@H:16]([CH2:17][CH2:18][C:19]2=[O:23])[C@H:15]2[C@H:6]1[C@@H:7]1[C:12]([CH2:13][C@H:14]2[CH2:24][CH2:25][CH2:26][CH2:27][CH2:28][CH2:29][CH2:30][CH2:31][CH2:32]O)=[CH:11][C:10](=[O:34])[CH2:9][CH2:8]1)(=[O:3])[CH3:2].[Cl:35]C(Cl)(Cl)Cl.C1(P(C2C=CC=CC=2)C2C=CC=CC=2)C=CC=CC=1. Product: [C:1]([O:4][C@@H:5]1[CH2:22][C@@:20]2([CH3:21])[C@@H:16]([CH2:17][CH2:18][C:19]2=[O:23])[C@H:15]2[C@H:6]1[C@@H:7]1[C:12]([CH2:13][C@H:14]2[CH2:24][CH2:25][CH2:26][CH2:27][CH2:28][CH2:29][CH2:30][CH2:31][CH2:32][Cl:35])=[CH:11][C:10](=[O:34])[CH2:9][CH2:8]1)(=[O:3])[CH3:2]. The catalyst class is: 291.